From a dataset of Buchwald-Hartwig C-N cross coupling reaction yields with 55,370 reactions. Predict the reaction yield, written as a fraction of the theoretical maximum amount of product (1.0 means a 100% yield; for example, 0.34 means a 34% yield). The reactants are FC(F)(F)c1ccc(Cl)cc1.Cc1ccc(N)cc1.O=S(=O)(O[Pd]1c2ccccc2-c2ccccc2N~1)C(F)(F)F.CC(C)c1cc(C(C)C)c(-c2ccccc2P(C(C)(C)C)C(C)(C)C)c(C(C)C)c1.CCN=P(N=P(N(C)C)(N(C)C)N(C)C)(N(C)C)N(C)C.Cc1ccon1. No catalyst specified. The product is Cc1ccc(Nc2ccc(C(F)(F)F)cc2)cc1. The yield is 0.318.